From a dataset of Reaction yield outcomes from USPTO patents with 853,638 reactions. Predict the reaction yield, written as a fraction of the theoretical maximum amount of product (1.0 means a 100% yield; for example, 0.34 means a 34% yield). (1) The reactants are [O:1]1[CH:5]=[CH:4][C:3]([CH2:6]O)=[CH:2]1.C1(P([N:22]=[N+:23]=[N-:24])(C2C=CC=CC=2)=O)C=CC=CC=1.CCCCCCC=CCCC. The catalyst is C1(C)C=CC=CC=1. The product is [N:22]([CH2:6][C:3]1[CH:4]=[CH:5][O:1][CH:2]=1)=[N+:23]=[N-:24]. The yield is 0.950. (2) The reactants are [CH2:1]([NH:4][C:5]1[N:10]=[C:9]([NH:11][CH2:12][CH2:13][CH3:14])[N:8]=[C:7]([N:15](C)[O:16][CH3:17])[N:6]=1)[CH2:2][CH3:3].Cl.[CH2:20](ON)[CH:21]=C.[OH-].[Na+]. The catalyst is O1CCOCC1.O. The product is [CH2:17]([O:16][NH:15][C:7]1[N:6]=[C:5]([NH:4][CH2:1][CH2:2][CH3:3])[N:10]=[C:9]([NH:11][CH2:12][CH2:13][CH3:14])[N:8]=1)[CH:20]=[CH2:21]. The yield is 0.880. (3) The reactants are [CH:1]([C:3]1[CH:8]=[CH:7][C:6](B(O)O)=[CH:5][CH:4]=1)=[CH2:2].Cl[C:13]1[CH:18]=[CH:17][C:16]([C:19]2[CH:20]=[N:21][CH:22]=[CH:23][CH:24]=2)=[CH:15][CH:14]=1.F[K].C(P)(C)(C)C.P(C(C)(C)C)(C(C)(C)C)C(C)(C)C. The catalyst is C(=CC(C=CC1C=CC=CC=1)=O)C1C=CC=CC=1.C(=CC(C=CC1C=CC=CC=1)=O)C1C=CC=CC=1.C(=CC(C=CC1C=CC=CC=1)=O)C1C=CC=CC=1.[Pd].O1CCOCC1. The product is [CH:1]([C:3]1[CH:8]=[CH:7][C:6]([C:13]2[CH:14]=[CH:15][C:16]([C:19]3[CH:20]=[N:21][CH:22]=[CH:23][CH:24]=3)=[CH:17][CH:18]=2)=[CH:5][CH:4]=1)=[CH2:2]. The yield is 0.470. (4) The reactants are [OH:1][CH:2]([C:16]1[S:17][CH:18]=[C:19]([C:22]([O:24][CH3:25])=[O:23])[C:20]=1[CH3:21])[CH:3]1[CH2:8][CH2:7][N:6]([C:9]([O:11][C:12]([CH3:15])([CH3:14])[CH3:13])=[O:10])[CH2:5][CH2:4]1.N1C=CC=CC=1.CC(OI1(OC(C)=O)(OC(C)=O)OC(=O)C2C=CC=CC1=2)=O.O.O.O.O.O.S([O-])([O-])(=O)=S.[Na+].[Na+].C([O-])(O)=O.[Na+]. The catalyst is C(Cl)Cl. The product is [CH3:25][O:24][C:22]([C:19]1[C:20]([CH3:21])=[C:16]([C:2]([CH:3]2[CH2:8][CH2:7][N:6]([C:9]([O:11][C:12]([CH3:14])([CH3:13])[CH3:15])=[O:10])[CH2:5][CH2:4]2)=[O:1])[S:17][CH:18]=1)=[O:23]. The yield is 0.441.